Dataset: CYP3A4 inhibition data for predicting drug metabolism from PubChem BioAssay. Task: Regression/Classification. Given a drug SMILES string, predict its absorption, distribution, metabolism, or excretion properties. Task type varies by dataset: regression for continuous measurements (e.g., permeability, clearance, half-life) or binary classification for categorical outcomes (e.g., BBB penetration, CYP inhibition). Dataset: cyp3a4_veith. (1) The compound is COc1cccc(-c2nccc(NCc3cccnc3)n2)c1. The result is 1 (inhibitor). (2) The compound is Nc1nc2n[nH]nc2c(=O)[nH]1. The result is 0 (non-inhibitor).